This data is from Experimental lipophilicity measurements (octanol/water distribution) for 4,200 compounds from AstraZeneca. The task is: Regression/Classification. Given a drug SMILES string, predict its absorption, distribution, metabolism, or excretion properties. Task type varies by dataset: regression for continuous measurements (e.g., permeability, clearance, half-life) or binary classification for categorical outcomes (e.g., BBB penetration, CYP inhibition). For this dataset (lipophilicity_astrazeneca), we predict Y. (1) The drug is COc1ccc(-c2ccc3c(N4CCOCC4)nc(N4C[C@H](C)O[C@H](C)C4)nc3n2)cc1CNCCO. The Y is 1.31 logD. (2) The Y is 2.60 logD. The compound is Cc1ccc(Sc2ccccc2CN(C)C)c(N)c1. (3) The drug is N#Cc1ccc(-c2ccc(S(=O)(=O)Nc3cccc(N)n3)cc2)cc1. The Y is 2.20 logD. (4) The molecule is O=CNc1cc([C@@H](O)CNCCc2ccc(NC[C@H](O)c3ccccc3)cc2)ccc1O. The Y is 0.0200 logD. (5) The drug is O=C1NC(=O)c2cc(OCc3ccccc3)ccc21. The Y is 3.10 logD. (6) The molecule is CC(=O)Nc1ccc(O)cc1OC[C@@H](O)CN1CCC2(CC1)Cc1cc(F)ccc1O2. The Y is 2.10 logD. (7) The compound is O=C1c2ccccc2CN1C1CCN(CCC(c2ccccc2)c2ccccc2)CC1. The Y is 4.10 logD. (8) The Y is 2.97 logD. The drug is CSc1ccc(-c2nc(-c3ccc(F)cc3)c(-c3ccncc3)[nH]2)cc1.